From a dataset of Reaction yield outcomes from USPTO patents with 853,638 reactions. Predict the reaction yield, written as a fraction of the theoretical maximum amount of product (1.0 means a 100% yield; for example, 0.34 means a 34% yield). (1) The reactants are [F:1][C:2]1[CH:7]=[CH:6][CH:5]=[CH:4][C:3]=1[CH:8]=[CH:9][C:10]([NH:12][C@H:13]([C:16]([O:18]C)=[O:17])[CH2:14][OH:15])=[O:11].[OH-].[Na+]. The catalyst is CO. The product is [F:1][C:2]1[CH:7]=[CH:6][CH:5]=[CH:4][C:3]=1[CH:8]=[CH:9][C:10]([NH:12][C@H:13]([C:16]([OH:18])=[O:17])[CH2:14][OH:15])=[O:11]. The yield is 0.730. (2) The reactants are [N+:1]([C:4]1[CH:9]=[CH:8][C:7]([N:10]2[C:15](=[O:16])[N:14]([C:17]3[CH:22]=[CH:21][C:20]([N+:23]([O-])=O)=[CH:19][C:18]=3[CH3:26])[C:13](=[O:27])[N:12]([C:28]3[CH:33]=[CH:32][C:31]([N+:34]([O-])=O)=[CH:30][C:29]=3[CH3:37])[C:11]2=[O:38])=[C:6]([CH3:39])[CH:5]=1)([O-])=O.Cl.O. The catalyst is C1COCC1.[Pd]. The product is [NH2:23][C:20]1[CH:21]=[CH:22][C:17]([N:14]2[C:15](=[O:16])[N:10]([C:7]3[CH:8]=[CH:9][C:4]([NH2:1])=[CH:5][C:6]=3[CH3:39])[C:11](=[O:38])[N:12]([C:28]3[CH:33]=[CH:32][C:31]([NH2:34])=[CH:30][C:29]=3[CH3:37])[C:13]2=[O:27])=[C:18]([CH3:26])[CH:19]=1. The yield is 0.800. (3) The reactants are [CH3:1][O:2][C:3]1[CH:8]=[CH:7][C:6]([C:9]([C:34]2[CH:39]=[CH:38][C:37]([O:40][CH3:41])=[CH:36][CH:35]=2)([C:28]2[CH:33]=[CH:32][CH:31]=[CH:30][CH:29]=2)[O:10][CH2:11][C@H:12]([CH2:16][N:17]2[CH:22]=[CH:21][C:20]([NH:23][C:24](=[O:26])[CH3:25])=[N:19][C:18]2=[O:27])[C@H:13]([OH:15])[CH3:14])=[CH:5][CH:4]=1.N1[C-]=NN=N1.C([NH2+]C(C)C)(C)C.[CH:54]([N:57]([CH:71]([CH3:73])[CH3:72])[P:58](N(C(C)C)C(C)C)[O:59][CH2:60][CH2:61][C:62]#[N:63])([CH3:56])[CH3:55]. The catalyst is ClCCl. The product is [CH:71]([N:57]([CH:54]([CH3:56])[CH3:55])[P:58]([O:59][CH2:60][CH2:61][C:62]#[N:63])[O:15][C@H:13]([CH3:14])[C@@H:12]([CH2:16][N:17]1[CH:22]=[CH:21][C:20]([NH:23][C:24](=[O:26])[CH3:25])=[N:19][C:18]1=[O:27])[CH2:11][O:10][C:9]([C:6]1[CH:5]=[CH:4][C:3]([O:2][CH3:1])=[CH:8][CH:7]=1)([C:34]1[CH:39]=[CH:38][C:37]([O:40][CH3:41])=[CH:36][CH:35]=1)[C:28]1[CH:33]=[CH:32][CH:31]=[CH:30][CH:29]=1)([CH3:73])[CH3:72]. The yield is 0.830. (4) The reactants are Cl[C:2]1[CH:3]=[CH:4][C:5]2[O:14][CH2:13][CH2:12][C:11]3[CH:10]=[C:9]([C:15]4[N:16]([C:20]5[CH:25]=[CH:24][C:23]([F:26])=[CH:22][C:21]=5[F:27])[N:17]=[CH:18][N:19]=4)[S:8][C:7]=3[C:6]=2[N:28]=1.[CH3:29][O:30][CH2:31][CH2:32][NH2:33].CC(C1C=C(C(C)C)C(C2C=CC=CC=2P(C2CCCCC2)C2CCCCC2)=C(C(C)C)C=1)C.CC(C)([O-])C. The catalyst is O1CCOCC1.CC([O-])=O.CC([O-])=O.[Pd+2]. The product is [F:27][C:21]1[CH:22]=[C:23]([F:26])[CH:24]=[CH:25][C:20]=1[N:16]1[C:15]([C:9]2[S:8][C:7]3[C:6]4[N:28]=[C:2]([NH:33][CH2:32][CH2:31][O:30][CH3:29])[CH:3]=[CH:4][C:5]=4[O:14][CH2:13][CH2:12][C:11]=3[CH:10]=2)=[N:19][CH:18]=[N:17]1. The yield is 0.340. (5) The reactants are [NH2:1][C:2]1[CH:3]=[C:4]([CH:21]=[CH:22][CH:23]=1)[O:5][C:6]1[CH:7]=[CH:8][C:9]2[N:10]([CH:12]=[C:13]([NH:15][C:16]([CH:18]3[CH2:20][CH2:19]3)=[O:17])[N:14]=2)[N:11]=1.[F:24][C:25]([F:36])([F:35])[C:26]1[CH:34]=[CH:33][C:29]([C:30](O)=[O:31])=[CH:28][CH:27]=1.Cl.CN(C)CCCN=C=NCC.ON1C2C=CC=CC=2N=N1. The catalyst is CN(C)C=O. The product is [CH:18]1([C:16]([NH:15][C:13]2[N:14]=[C:9]3[CH:8]=[CH:7][C:6]([O:5][C:4]4[CH:3]=[C:2]([NH:1][C:30](=[O:31])[C:29]5[CH:33]=[CH:34][C:26]([C:25]([F:24])([F:35])[F:36])=[CH:27][CH:28]=5)[CH:23]=[CH:22][CH:21]=4)=[N:11][N:10]3[CH:12]=2)=[O:17])[CH2:20][CH2:19]1. The yield is 0.680.